This data is from KCNQ2 potassium channel screen with 302,405 compounds. The task is: Binary Classification. Given a drug SMILES string, predict its activity (active/inactive) in a high-throughput screening assay against a specified biological target. The drug is Fc1cc(C(=O)Nc2n(ncc2)C2CCN(CC2)Cc2cc3nonc3cc2)ccc1. The result is 0 (inactive).